Dataset: Peptide-MHC class I binding affinity with 185,985 pairs from IEDB/IMGT. Task: Regression. Given a peptide amino acid sequence and an MHC pseudo amino acid sequence, predict their binding affinity value. This is MHC class I binding data. (1) The binding affinity (normalized) is 0.246. The MHC is HLA-B44:02 with pseudo-sequence HLA-B44:02. The peptide sequence is HEFVDEFYAY. (2) The peptide sequence is TYHPNCINCL. The MHC is HLA-A26:01 with pseudo-sequence HLA-A26:01. The binding affinity (normalized) is 0.